This data is from Tyrosyl-DNA phosphodiesterase HTS with 341,365 compounds. The task is: Binary Classification. Given a drug SMILES string, predict its activity (active/inactive) in a high-throughput screening assay against a specified biological target. (1) The compound is O=C(NCC(c1ccccc1)C)Cn1c(C(=O)c2c(cccc2)C)ccc1. The result is 0 (inactive). (2) The molecule is S(=O)(=O)(N1CCCCC1)c1c(OC)ccc(NC(=O)CCNC(=O)c2ccc([N+]([O-])=O)cc2)c1. The result is 0 (inactive). (3) The molecule is S(=O)(=O)(N1CCOCC1)c1cc(NC(=O)CSc2ncnc3c2cccc3)ccc1. The result is 0 (inactive).